Dataset: Full USPTO retrosynthesis dataset with 1.9M reactions from patents (1976-2016). Task: Predict the reactants needed to synthesize the given product. (1) Given the product [CH3:8][C:6]1[C:5]([N+:9]([O-:11])=[O:10])=[CH:4][C:3]([N+:12]([O-:14])=[O:13])=[C:2]([C:20]2[CH:21]=[CH:22][C:17]([CH2:16][OH:15])=[CH:18][CH:19]=2)[CH:7]=1, predict the reactants needed to synthesize it. The reactants are: Cl[C:2]1[C:3]([N+:12]([O-:14])=[O:13])=[CH:4][C:5]([N+:9]([O-:11])=[O:10])=[C:6]([CH3:8])[CH:7]=1.[OH:15][CH2:16][C:17]1[CH:22]=[CH:21][C:20](B(O)O)=[CH:19][CH:18]=1.C(=O)([O-])[O-].[K+].[K+]. (2) Given the product [Br:1][C:2]1[CH:3]=[C:4]([C@:11]2([CH3:18])[CH2:12][O:13][CH2:14][C:15]([NH2:16])=[N:34]2)[C:5]([N+:26]([O-:23])=[O:25])=[CH:6][CH:7]=1, predict the reactants needed to synthesize it. The reactants are: [Br:1][C:2]1[CH:3]=[C:4]([C@@:11]2([CH3:18])[NH:16][C:15](=S)[CH2:14][O:13][CH2:12]2)[CH:5]=[C:6]([N+]([O-])=O)[CH:7]=1.C([O:23]O)(C)(C)C.[OH-:25].[NH3:26].[O-]S([O-])(=S)=O.[Na+].[Na+].[NH3:34]. (3) Given the product [C:1]1([C:7]2([CH3:19])[C:8](=[O:18])[N:9]([CH2:22][C:23](=[O:24])[C:25]3[CH:26]=[N:27][CH:28]=[CH:29][CH:30]=3)[C:10](=[O:17])[N:11]([CH2:14][CH2:15][CH3:16])[C:12]2=[O:13])[CH2:6][CH2:5][CH2:4][CH2:3][CH:2]=1, predict the reactants needed to synthesize it. The reactants are: [C:1]1([C:7]2([CH3:19])[C:12](=[O:13])[N:11]([CH2:14][CH2:15][CH3:16])[C:10](=[O:17])[NH:9][C:8]2=[O:18])[CH2:6][CH2:5][CH2:4][CH2:3][CH:2]=1.Br.Br[CH2:22][C:23]([C:25]1[CH:26]=[N:27][CH:28]=[CH:29][CH:30]=1)=[O:24].